Task: Predict the reaction yield, written as a fraction of the theoretical maximum amount of product (1.0 means a 100% yield; for example, 0.34 means a 34% yield).. Dataset: Reaction yield outcomes from USPTO patents with 853,638 reactions The reactants are [CH:1]([C:3]1[CH:4]=[C:5]([N:13]2[CH2:17][CH2:16][CH2:15][CH:14]2[C:18]([O:20]CC)=[O:19])[CH:6]=[C:7]([C:9]([F:12])([F:11])[F:10])[CH:8]=1)=[O:2].[OH-].[Li+].O1CCCC1.Cl. The catalyst is O. The product is [CH:1]([C:3]1[CH:4]=[C:5]([N:13]2[CH2:17][CH2:16][CH2:15][CH:14]2[C:18]([OH:20])=[O:19])[CH:6]=[C:7]([C:9]([F:11])([F:12])[F:10])[CH:8]=1)=[O:2]. The yield is 0.910.